Dataset: Forward reaction prediction with 1.9M reactions from USPTO patents (1976-2016). Task: Predict the product of the given reaction. (1) Given the reactants [CH3:1][Li].[F:3][C:4]1[CH:5]=[C:6]([CH:11]([CH:16]2[CH2:19][N:18]([CH:20]([C:27]3[CH:32]=[CH:31][CH:30]=[CH:29][CH:28]=3)[C:21]3[CH:26]=[CH:25][CH:24]=[CH:23][CH:22]=3)[CH2:17]2)C(OC)=O)[CH:7]=[C:8]([F:10])[CH:9]=1.CO.CC[O:37][CH2:38][CH3:39], predict the reaction product. The product is: [F:10][C:8]1[CH:7]=[C:6]([C@H:11]([CH:16]2[CH2:19][N:18]([CH:20]([C:27]3[CH:32]=[CH:31][CH:30]=[CH:29][CH:28]=3)[C:21]3[CH:22]=[CH:23][CH:24]=[CH:25][CH:26]=3)[CH2:17]2)[C:38]([CH3:39])([OH:37])[CH3:1])[CH:5]=[C:4]([F:3])[CH:9]=1. (2) Given the reactants [NH2:1][C:2]1[N:7]([CH2:8][CH2:9][CH2:10][CH3:11])[C:6](=[O:12])[NH:5][C:4](=[O:13])[CH:3]=1.Cl.[N:15]([O-])=[O:16].[Na+].[OH-].[NH4+], predict the reaction product. The product is: [NH2:1][C:2]1[N:7]([CH2:8][CH2:9][CH2:10][CH3:11])[C:6](=[O:12])[NH:5][C:4](=[O:13])[C:3]=1[N:15]=[O:16]. (3) Given the reactants [Cl-].[NH4+].O.[Cl:4][C:5]1[CH:6]=[C:7]([C:27]([O:29][CH3:30])=[O:28])[C:8]([C:20]2[CH:25]=[CH:24][CH:23]=[C:22]([F:26])[CH:21]=2)=[C:9]([N+:17]([O-])=O)[C:10]=1[C:11]#[C:12][Si:13]([CH3:16])([CH3:15])[CH3:14], predict the reaction product. The product is: [NH2:17][C:9]1[C:10]([C:11]#[C:12][Si:13]([CH3:15])([CH3:14])[CH3:16])=[C:5]([Cl:4])[CH:6]=[C:7]([C:27]([O:29][CH3:30])=[O:28])[C:8]=1[C:20]1[CH:25]=[CH:24][CH:23]=[C:22]([F:26])[CH:21]=1.